From a dataset of Forward reaction prediction with 1.9M reactions from USPTO patents (1976-2016). Predict the product of the given reaction. (1) Given the reactants Br[C:2]1[CH:3]=[CH:4][C:5](=[O:12])[N:6]([CH:8]([CH3:11])[CH2:9][OH:10])[CH:7]=1.[S:13]1[CH:17]=[CH:16][CH:15]=[C:14]1B(O)O.C([O-])([O-])=O.[Na+].[Na+], predict the reaction product. The product is: [OH:10][CH2:9][CH:8]([N:6]1[CH:7]=[C:2]([C:14]2[S:13][CH:17]=[CH:16][CH:15]=2)[CH:3]=[CH:4][C:5]1=[O:12])[CH3:11]. (2) Given the reactants Cl.[NH2:2][CH:3]([C:9](=[O:20])[C:10]1[CH:15]=[CH:14][C:13]([C:16]([F:19])([F:18])[F:17])=[CH:12][CH:11]=1)[C:4]([O:6][CH2:7][CH3:8])=[O:5].BrC1SC(Br)=C(Cl)N=1.[BH4-].[Na+], predict the reaction product. The product is: [NH2:2][CH:3]([CH:9]([OH:20])[C:10]1[CH:15]=[CH:14][C:13]([C:16]([F:17])([F:18])[F:19])=[CH:12][CH:11]=1)[C:4]([O:6][CH2:7][CH3:8])=[O:5].